Dataset: Full USPTO retrosynthesis dataset with 1.9M reactions from patents (1976-2016). Task: Predict the reactants needed to synthesize the given product. (1) Given the product [F:5][C:6]1[CH:11]=[CH:10][C:9]([N+:1]([O-:4])=[O:2])=[C:8]([O:12][C:13]([F:14])([F:15])[F:16])[CH:7]=1, predict the reactants needed to synthesize it. The reactants are: [N+:1]([O-:4])(O)=[O:2].[F:5][C:6]1[CH:11]=[CH:10][CH:9]=[C:8]([O:12][C:13]([F:16])([F:15])[F:14])[CH:7]=1. (2) Given the product [O:1]([CH2:8][CH2:9][CH2:10][NH:11][C:12]([C:14]1[C:18]([NH:19][C:20]([C:22]2[CH:27]=[CH:26][CH:25]=[CH:24][N:23]=2)=[O:21])=[CH:17][NH:16][N:15]=1)=[O:13])[C:2]1[CH:3]=[CH:4][CH:5]=[CH:6][CH:7]=1, predict the reactants needed to synthesize it. The reactants are: [O:1]([CH2:8][CH2:9][CH2:10][NH:11][C:12]([C:14]1[C:18]([NH:19][C:20]([C:22]2[CH:27]=[CH:26][CH:25]=[CH:24][N:23]=2)=[O:21])=[CH:17][N:16](C2CCCCO2)[N:15]=1)=[O:13])[C:2]1[CH:7]=[CH:6][CH:5]=[CH:4][CH:3]=1.O.C1(C)C=CC(S(O)(=O)=O)=CC=1. (3) Given the product [C:19]([C:16]1[CH:17]=[CH:18][C:13]([CH:10]2[CH2:11][CH2:12][N:8]([C:6]([O:5][C:1]([CH3:4])([CH3:3])[CH3:2])=[O:7])[CH2:9]2)=[N:14][C:15]=1[C:22]1[CH:23]=[CH:24][C:25]([O:28][C:29]2[CH:34]=[CH:33][CH:32]=[CH:31][CH:30]=2)=[CH:26][CH:27]=1)(=[O:21])[NH2:20], predict the reactants needed to synthesize it. The reactants are: [C:1]([O:5][C:6]([N:8]1[CH2:12][CH:11]=[C:10]([C:13]2[CH:18]=[CH:17][C:16]([C:19](=[O:21])[NH2:20])=[C:15]([C:22]3[CH:27]=[CH:26][C:25]([O:28][C:29]4[CH:34]=[CH:33][CH:32]=[CH:31][CH:30]=4)=[CH:24][CH:23]=3)[N:14]=2)[CH2:9]1)=[O:7])([CH3:4])([CH3:3])[CH3:2].